Binary Classification. Given a drug SMILES string, predict its activity (active/inactive) in a high-throughput screening assay against a specified biological target. From a dataset of KCNQ2 potassium channel screen with 302,405 compounds. The molecule is O(c1c(NC(=O)c2cc([N+]([O-])=O)c(cc2)C)cccc1)c1ccccc1. The result is 0 (inactive).